This data is from Catalyst prediction with 721,799 reactions and 888 catalyst types from USPTO. The task is: Predict which catalyst facilitates the given reaction. (1) Reactant: CC(OC([NH:8][CH2:9][CH2:10][N:11]1[CH2:19][CH2:18][CH2:17][C@H:12]1[C:13](OC)=[O:14])=O)(C)C.C(O)(C(F)(F)F)=O. Product: [C:13]1(=[O:14])[NH:8][CH2:9][CH2:10][N:11]2[CH2:19][CH2:18][CH2:17][C@@H:12]12. The catalyst class is: 98. (2) Reactant: [CH3:1][O:2][C:3]1[CH:14]=[C:13]([B:15]2[O:19]C(C)(C)C(C)(C)[O:16]2)[CH:12]=[CH:11][C:4]=1[O:5][CH2:6][C:7]([CH3:10])([OH:9])[CH3:8].O.I([O-])(=O)(=O)=O.[Na+].C([O-])(=O)C.[NH4+]. Product: [OH:9][C:7]([CH3:10])([CH3:8])[CH2:6][O:5][C:4]1[CH:11]=[CH:12][C:13]([B:15]([OH:16])[OH:19])=[CH:14][C:3]=1[O:2][CH3:1]. The catalyst class is: 21. (3) Reactant: [CH3:1][N:2]([CH3:12])[C:3]1[N:8]=[CH:7][N:6]=[C:5]2[NH:9][N:10]=[CH:11][C:4]=12.[I:13]N1C(=O)CCC1=O. Product: [I:13][C:11]1[C:4]2[C:5](=[N:6][CH:7]=[N:8][C:3]=2[N:2]([CH3:12])[CH3:1])[NH:9][N:10]=1. The catalyst class is: 3. (4) Reactant: [CH2:1]([NH:5][C:6]1[CH:7]=[CH:8][C:9]2[N:10]([C:12](B(O)O)=[CH:13][N:14]=2)[N:11]=1)[CH2:2][CH2:3][CH3:4].Br[C:19]1[CH:20]=[C:21]2[C:25](=[CH:26][CH:27]=1)[CH2:24][N:23]([C:28]([O:30][C:31]([CH3:34])([CH3:33])[CH3:32])=[O:29])[CH2:22]2.P([O-])([O-])([O-])=O.[K+].[K+].[K+]. Product: [CH2:1]([NH:5][C:6]1[CH:7]=[CH:8][C:9]2[N:10]([C:12]([C:27]3[CH:26]=[C:25]4[C:21](=[CH:20][CH:19]=3)[CH2:22][N:23]([C:28]([O:30][C:31]([CH3:34])([CH3:33])[CH3:32])=[O:29])[CH2:24]4)=[CH:13][N:14]=2)[N:11]=1)[CH2:2][CH2:3][CH3:4]. The catalyst class is: 543. (5) Reactant: Cl.[C:2]1([N:8]([CH2:32][CH2:33][C:34]([O:36][CH2:37][CH3:38])=[O:35])[C:9]([C:11]2[CH:31]=[CH:30][C:14]3[N:15]([CH3:29])[C:16]([CH2:18][NH:19][C:20]4[CH:25]=[CH:24][C:23]([C:26](=[NH:28])[NH2:27])=[CH:22][CH:21]=4)=[N:17][C:13]=3[CH:12]=2)=[O:10])[CH:7]=[CH:6][CH:5]=[CH:4][CH:3]=1.Cl[C:40]([O:42][CH2:43][CH2:44][CH2:45][CH2:46][CH2:47][CH2:48][CH2:49][CH3:50])=[O:41]. Product: [C:2]1([N:8]([CH2:32][CH2:33][C:34]([O:36][CH2:37][CH3:38])=[O:35])[C:9]([C:11]2[CH:31]=[CH:30][C:14]3[N:15]([CH3:29])[C:16]([CH2:18][NH:19][C:20]4[CH:25]=[CH:24][C:23]([C:26](=[NH:27])[NH:28][C:40]([O:42][CH2:43][CH2:44][CH2:45][CH2:46][CH2:47][CH2:48][CH2:49][CH3:50])=[O:41])=[CH:22][CH:21]=4)=[N:17][C:13]=3[CH:12]=2)=[O:10])[CH:3]=[CH:4][CH:5]=[CH:6][CH:7]=1. The catalyst class is: 429. (6) Reactant: C[N:2]1[C:10]2[C:5](=[CH:6][C:7]([C:13]([OH:15])=[O:14])=[CH:8][C:9]=2[CH2:11][CH3:12])[C:4]([CH3:16])=[N:3]1.[Li+].[OH-]. Product: [CH2:11]([C:9]1[CH:8]=[C:7]([C:13]([OH:15])=[O:14])[CH:6]=[C:5]2[C:10]=1[NH:2][N:3]=[C:4]2[CH3:16])[CH3:12]. The catalyst class is: 14. (7) Reactant: C(OC([NH:8][C:9]1[CH:14]=[CH:13][C:12]([F:15])=[C:11]([O:16][CH3:17])[CH:10]=1)=O)(C)(C)C.[ClH:18]. Product: [ClH:18].[F:15][C:12]1[CH:13]=[CH:14][C:9]([NH2:8])=[CH:10][C:11]=1[O:16][CH3:17]. The catalyst class is: 12. (8) Reactant: O([C:9]([O:11][C:12]([CH3:15])([CH3:14])[CH3:13])=[O:10])[C:9]([O:11][C:12]([CH3:15])([CH3:14])[CH3:13])=[O:10].[NH2:16][CH2:17][C:18]1[C:19]([F:35])=[C:20]([O:25][C:26]2[CH:27]=[C:28]([CH:31]=[C:32]([Cl:34])[CH:33]=2)[C:29]#[N:30])[C:21]([Br:24])=[CH:22][CH:23]=1.C([O-])(O)=O.[Na+].C(Cl)Cl. Product: [Br:24][C:21]1[CH:22]=[CH:23][C:18]([CH2:17][NH:16][C:9](=[O:10])[O:11][C:12]([CH3:13])([CH3:14])[CH3:15])=[C:19]([F:35])[C:20]=1[O:25][C:26]1[CH:27]=[C:28]([C:29]#[N:30])[CH:31]=[C:32]([Cl:34])[CH:33]=1. The catalyst class is: 22. (9) Reactant: [C:1]([O:18][CH2:19][C@H:20]([OH:29])[C@H:21]1[O:26][C:24](=[O:25])[C:23]([OH:27])=[C:22]1[OH:28])(=[O:17])[CH2:2][CH2:3][CH2:4][CH2:5][CH2:6][CH2:7][CH2:8][CH2:9][CH2:10][CH2:11][CH2:12][CH2:13][CH2:14][CH2:15][CH3:16].C1(C)C=CC=CC=1.[S:37](Cl)([C:40]1[CH:46]=[CH:45][C:43]([CH3:44])=[CH:42][CH:41]=1)(=[O:39])=[O:38]. Product: [C:1]([O:18][CH2:19][C@H:20]([OH:29])[C@@H:21]1[C:22]([OH:28])=[C:23]([O:27][S:37]([C:40]2[CH:46]=[CH:45][C:43]([CH3:44])=[CH:42][CH:41]=2)(=[O:39])=[O:38])[C:24](=[O:25])[O:26]1)(=[O:17])[CH2:2][CH2:3][CH2:4][CH2:5][CH2:6][CH2:7][CH2:8][CH2:9][CH2:10][CH2:11][CH2:12][CH2:13][CH2:14][CH2:15][CH3:16]. The catalyst class is: 17. (10) Reactant: [CH3:1][O:2][C:3]1[CH:4]=[CH:5][C:6]2[NH:12][C:11](=[O:13])[N:10]([CH:14]3[CH2:19][CH2:18][NH:17][CH2:16][CH2:15]3)[CH2:9][CH2:8][C:7]=2[CH:20]=1.[Cl:21][C:22]1[CH:27]=[C:26]([C:28]([N:30]2[C:38]3[C:33](=[CH:34][C:35]([F:39])=[CH:36][CH:37]=3)[CH2:32][CH2:31]2)=[O:29])[CH:25]=[C:24](Cl)[N:23]=1.CCN(C(C)C)C(C)C. Product: [Cl:21][C:22]1[N:23]=[C:24]([N:17]2[CH2:18][CH2:19][CH:14]([N:10]3[CH2:9][CH2:8][C:7]4[CH:20]=[C:3]([O:2][CH3:1])[CH:4]=[CH:5][C:6]=4[NH:12][C:11]3=[O:13])[CH2:15][CH2:16]2)[CH:25]=[C:26]([C:28]([N:30]2[C:38]3[C:33](=[CH:34][C:35]([F:39])=[CH:36][CH:37]=3)[CH2:32][CH2:31]2)=[O:29])[CH:27]=1. The catalyst class is: 3.